This data is from Peptide-MHC class II binding affinity with 134,281 pairs from IEDB. The task is: Regression. Given a peptide amino acid sequence and an MHC pseudo amino acid sequence, predict their binding affinity value. This is MHC class II binding data. (1) The MHC is HLA-DQA10401-DQB10402 with pseudo-sequence HLA-DQA10401-DQB10402. The peptide sequence is WVKVVEEKGFNPEVIPMF. The binding affinity (normalized) is 0.458. (2) The binding affinity (normalized) is 0.0343. The peptide sequence is EEVDMTPADALDDFD. The MHC is HLA-DPA10201-DPB11401 with pseudo-sequence HLA-DPA10201-DPB11401.